From a dataset of Forward reaction prediction with 1.9M reactions from USPTO patents (1976-2016). Predict the product of the given reaction. (1) Given the reactants [CH2:1]([NH:5][C:6]1[N:11]2[N:12]=[C:13]([C:24]3[CH:29]=[CH:28][C:27]([F:30])=[CH:26][CH:25]=3)[C:14]([C:15]3[CH:20]=[CH:19][N:18]=[C:17](S(C)=O)[N:16]=3)=[C:10]2[CH:9]=[CH:8][CH:7]=1)[CH2:2][CH2:3][CH3:4].[NH2:31][CH2:32][CH2:33][CH2:34][OH:35], predict the reaction product. The product is: [CH2:1]([NH:5][C:6]1[N:11]2[N:12]=[C:13]([C:24]3[CH:29]=[CH:28][C:27]([F:30])=[CH:26][CH:25]=3)[C:14]([C:15]3[CH:20]=[CH:19][N:18]=[C:17]([NH:31][CH2:32][CH2:33][CH2:34][OH:35])[N:16]=3)=[C:10]2[CH:9]=[CH:8][CH:7]=1)[CH2:2][CH2:3][CH3:4]. (2) Given the reactants [F:1][CH:2]([C:6]([O-:8])=O)[C:3]([O-:5])=[O:4].[CH3:9][C:10]([C@@H:44]([OH:56])[C:45]([NH:47][CH2:48][CH2:49][C:50]([NH:52][CH2:53][CH2:54][SH:55])=[O:51])=[O:46])([CH2:12][O:13][P:14]([O:17][P:18]([O:21][CH2:22][C@H:23]1[O:27][C@@H:26]([N:28]2[C:32]3[N:33]=[CH:34][N:35]=[C:36]([NH2:37])[C:31]=3[N:30]=[CH:29]2)[C@H:25]([OH:38])[C@@H:24]1[O:39][P:40]([OH:43])([OH:42])=[O:41])([OH:20])=[O:19])([OH:16])=[O:15])[CH3:11].P(OC[C@H]1O[C@@H](N2C3N=CN=C(N)C=3N=C2)[C@H](O)[C@@H]1O)(OP(OP(O)(O)=O)(O)=O)(=O)O.C([O-])(=O)C(C)=O, predict the reaction product. The product is: [F:1][CH:2]([C:3]([OH:5])=[O:4])[C:6]([S:55][CH2:54][CH2:53][NH:52][C:50](=[O:51])[CH2:49][CH2:48][NH:47][C:45](=[O:46])[C@H:44]([OH:56])[C:10]([CH3:9])([CH3:11])[CH2:12][O:13][P:14]([OH:16])(=[O:15])[O:17][P:18]([OH:20])(=[O:19])[O:21][CH2:22][C@H:23]1[O:27][C@@H:26]([N:28]2[C:32]3[N:33]=[CH:34][N:35]=[C:36]([NH2:37])[C:31]=3[N:30]=[CH:29]2)[C@H:25]([OH:38])[C@@H:24]1[O:39][P:40]([OH:43])([OH:42])=[O:41])=[O:8].